Regression. Given a target protein amino acid sequence and a drug SMILES string, predict the binding affinity score between them. We predict pKi (pKi = -log10(Ki in M); higher means stronger inhibition). Dataset: bindingdb_ki. From a dataset of Drug-target binding data from BindingDB using Ki measurements. (1) The compound is CN(C)Cc1nnc(-c2ccc(C(C)(C)C)cc2)n1-c1cccc(O)c1. The target protein sequence is MESPIQIFRGEPGPTCAPSACLLPNSSSWFPNWAESDSNGSVGSEDQQLEPAHISPAIPVIITAVYSVVFVVGLVGNSLVMFVIIRYTKMKTATNIYIFNLALADALVTTTMPFQSAVYLMNSWPFGDVLCKIVISIDYYNMFTSIFTLTMMSVDRYIAVCHPVKALDFRTPLKAKIINICIWLLASSVGISAIVLGGTKVREDVDVIECSLQFPDDEYSWWDLFMKICVFVFAFVIPVLIIIVCYTLMILRLKSVRLLSGSREKDRNLRRITKLVLVVVAVFIICWTPIHIFILVEALGSTSHSTAVLSSYYFCIALGYTNSSLNPVLYAFLDENFKRCFRDFCFPIKMRMERQSTNRVRNTVQDPASMRDVGGMNKPV. The pKi is 5.0. (2) The drug is CN1CCN(c2ccc3c(c2)[C@@H]2CCN(C(=O)OCc4ccccc4)[C@@H]3C2)CC1. The target protein (Q60492) has sequence MQWAVGRRWLWVALFLAAVAVLTQIVWLWLGTQNFVFQREEIAQLARQYAGLDHELAFSKLIVELRRLHPVHVLPDEELQWVFVNAGGWMGAMCLLHASLSEYVLLFGTALGSPRHSGRYWAEISDTIISGTFHQWREGTTKSEVFYPGETVVHGPGEATAVEWGPNTWMVEYGRGVIPSTLGFALADTVFSTQDFLTLFYTLRVYARALQLELTTYLFGQDP. The pKi is 7.2. (3) The target protein (P23944) has sequence MTFRDILSVTFEGPRSSSSTGGSGAGGGAGTVGPEGGAVGGVPGATGGGAVVGTGSGEDNQSSTGEPGAAASGEVNGSAAVGGLVVSAQGVGVGVFLAAFILTAVAGNLLVILSVACNRHLQTVTNYFIVNLAVADLLLSAAVLPFSATMEVLGFWAFGRTFCDVWAAVDVLCCTASILSLCTISVDRYVGVRHSLKYPAIMTERKAAAILALLWAVALVVSVGPLLGWKEPVPPDERFCGITEEVGYAIFSSVCSFYLPMAVIVVMYCRVYVVARSTTRSLEAGIKREPGKASEVVLRIHCRGAATSAKGYPGTQSSKGHTLRSSLSVRLLKFSREKKAAKTLAIVVGVFVLCWFPFFFVLPLGSLFPQLKPSEGVFKVIFWLGYFNSCVNPLIYPCSSREFKRAFLRLLRCQCRRRRRRLWAVYGHHWRASTGDARSDCAPSPRIAPPGAPLALTAHPGAGSADTPETQDSVSSSRKPASALREWRLLGPLQRPTTQL.... The compound is Cc1ccc(F)c(N2CCN(CCN3C(=O)CC4(CCCC4)CC3=O)CC2)c1. The pKi is 8.6. (4) The small molecule is CC(/C=C/c1sccc1-c1cc(C(C)C)cc(C(C)C)c1OCC(F)(F)F)=C\C(=O)O. The target protein (Q05343) has sequence MDTKHFLPLDFSTQVNSSSLSSPTGRGSMAAPSLHPSLGPGLGSPLGSPGQLHSPISTLSSPINGMGPPFSVISSPMGPHSMSVPTTPTLGFETGSPQLNSPMNPVSSSEDIKPPLGLNGVLKVPAHPSGNMSSFTKHICAICGDRSSGKHYGVYSCEGCKGFFKRTVRKDLTYTCRDNKDCLIDKRQRNRCQYCRYQKCLAMGMKREAVQEERQRGKDRNENEVESTSSANEDMPVEKILEAELAVEPKTETYVEANMGLNPSSPNDPVTNICQAADKQLFTLVEWAKRIPHFSELPLDDQVILLRAGWNELLIASFSHRSIAVKDGILLATGLHVHRNSAHSAGVGAIFDRVLTELVSKMRDMQMDKTELGCLRAIVLFNPDSKGLSNPAEVEALREKVYASLEAYCKHKYPEQPGRFAKLLLRLPALRSIGLKCLEHLFFFKLIGDTPIDTFLMEMLEAPHQTT. The pKi is 8.1. (5) The compound is O=C([O-])[O-]. The target protein sequence is MSSIRSYKGIVPKLGEGVYIDSSAVLVGDIELGDDASIWPLVAARGDVNHIRIGKRTNIQDGSVLHVTHKNAENPNGYPLCIGDDVTIGHKVMLHGCTIHDRVLVGMGSIVLDGAVIENDVMIGAGSLVPPGKRLESGFLYMGSPVKQARPLNDKERAFLVKSSSNYVQSKNDYLNDVKTVRE. The pKi is 2.1. (6) The compound is N[C@@H](CCC(=O)O)C(=O)O. The target protein (Q13255) has sequence MVGLLLFFFPAIFLEVSLLPRSPGRKVLLAGASSQRSVARMDGDVIIGALFSVHHQPPAEKVPERKCGEIREQYGIQRVEAMFHTLDKINADPVLLPNITLGSEIRDSCWHSSVALEQSIEFIRDSLISIRDEKDGINRCLPDGQSLPPGRTKKPIAGVIGPGSSSVAIQVQNLLQLFDIPQIAYSATSIDLSDKTLYKYFLRVVPSDTLQARAMLDIVKRYNWTYVSAVHTEGNYGESGMDAFKELAAQEGLCIAHSDKIYSNAGEKSFDRLLRKLRERLPKARVVVCFCEGMTVRGLLSAMRRLGVVGEFSLIGSDGWADRDEVIEGYEVEANGGITIKLQSPEVRSFDDYFLKLRLDTNTRNPWFPEFWQHRFQCRLPGHLLENPNFKRICTGNESLEENYVQDSKMGFVINAIYAMAHGLQNMHHALCPGHVGLCDAMKPIDGSKLLDFLIKSSFIGVSGEEVWFDEKGDAPGRYDIMNLQYTEANRYDYVHVGTW.... The pKi is 5.0.